Predict which catalyst facilitates the given reaction. From a dataset of Catalyst prediction with 721,799 reactions and 888 catalyst types from USPTO. Reactant: CC(OC(/N=N/C(OC(C)C)=O)=O)C.[Br:15][C:16]1[CH:17]=[N:18][NH:19][CH:20]=1.O[CH:22]1[CH2:27][CH2:26][CH2:25][N:24]([C:28]([O:30][C:31]([CH3:34])([CH3:33])[CH3:32])=[O:29])[CH2:23]1.C1(P(C2C=CC=CC=2)C2C=CC=CC=2)C=CC=CC=1. Product: [Br:15][C:16]1[CH:17]=[N:18][N:19]([CH:26]2[CH2:27][CH2:22][CH2:23][N:24]([C:28]([O:30][C:31]([CH3:34])([CH3:33])[CH3:32])=[O:29])[CH2:25]2)[CH:20]=1. The catalyst class is: 1.